Dataset: Full USPTO retrosynthesis dataset with 1.9M reactions from patents (1976-2016). Task: Predict the reactants needed to synthesize the given product. (1) Given the product [CH2:3]([N:5]1[CH2:10][CH2:9][NH:8][CH2:7][CH2:6]1)[CH:2]=[CH2:13], predict the reactants needed to synthesize it. The reactants are: F[C:2](F)(F)[C:3]([N:5]1[CH2:10][CH2:9][NH:8][CH2:7][CH2:6]1)=O.[CH2:13](Br)C=C.C(=O)([O-])[O-].[K+].[K+]. (2) Given the product [CH3:9][CH:26]([OH:28])[CH2:25][CH2:29][CH2:30][CH2:31][CH2:23][CH2:24][CH2:4][CH2:5][CH2:6][CH2:7][CH2:8][CH2:3][CH2:2][CH3:1], predict the reactants needed to synthesize it. The reactants are: [CH2:1]=[CH:2][C:3]1[CH:8]=[CH:7][CH:6]=[CH:5][CH:4]=1.[C:9](OCCCCCC)(=O)C(C)=C.C([C:23]1[CH:24]=[C:25]([CH:29]=[CH:30][CH:31]=1)[C:26]([OH:28])=O)=C.C(OCCOC(=O)C(C)=C)(=O)C(C)=C. (3) Given the product [CH2:1]([O:8][C:9]1[C:10](=[O:17])[N:11]([CH3:16])[CH:12]=[C:13]([N:27]2[CH2:28][CH:24]([C:18]3[CH:19]=[CH:20][CH:21]=[CH:22][CH:23]=3)[CH2:25][C:26]2=[O:29])[CH:14]=1)[C:2]1[CH:7]=[CH:6][CH:5]=[CH:4][CH:3]=1, predict the reactants needed to synthesize it. The reactants are: [CH2:1]([O:8][C:9]1[C:10](=[O:17])[N:11]([CH3:16])[CH:12]=[C:13](Br)[CH:14]=1)[C:2]1[CH:7]=[CH:6][CH:5]=[CH:4][CH:3]=1.[C:18]1([CH:24]2[CH2:28][NH:27][C:26](=[O:29])[CH2:25]2)[CH:23]=[CH:22][CH:21]=[CH:20][CH:19]=1.[O-]P([O-])([O-])=O.[K+].[K+].[K+].CN(C)CCN. (4) Given the product [NH2:12][C:11]1[C:2]([NH2:1])=[N:3][CH:4]=[C:5]([CH:10]=1)[C:6]([O:8][CH3:9])=[O:7], predict the reactants needed to synthesize it. The reactants are: [NH2:1][C:2]1[C:11]([N+:12]([O-])=O)=[CH:10][C:5]([C:6]([O:8][CH3:9])=[O:7])=[CH:4][N:3]=1. (5) Given the product [N:4]1[CH:9]=[CH:8][CH:7]=[CH:6][C:5]=1[C:10](=[O:12])[CH2:14][C:15](=[O:16])[CH3:17], predict the reactants needed to synthesize it. The reactants are: C[O-].[Na+].[N:4]1[CH:9]=[CH:8][CH:7]=[CH:6][C:5]=1[C:10]([O:12]C)=O.[CH3:14][C:15]([CH3:17])=[O:16]. (6) Given the product [CH3:9][O:8][C:5]1[CH:4]=[C:3]([CH3:10])[C:2]([C:16]2[CH:17]=[CH:18][C:13]([O:12][CH3:11])=[CH:14][CH:15]=2)=[CH:7][N:6]=1, predict the reactants needed to synthesize it. The reactants are: Br[C:2]1[C:3]([CH3:10])=[CH:4][C:5]([O:8][CH3:9])=[N:6][CH:7]=1.[CH3:11][O:12][C:13]1[CH:18]=[CH:17][C:16](B(O)O)=[CH:15][CH:14]=1. (7) Given the product [OH:47][CH:45]([C:37]1[CH:36]=[C:35]([CH:21]([NH:22][C:23]2[CH:28]=[CH:27][C:26]([C:29]3[N:33]=[C:32]([CH3:34])[O:31][N:30]=3)=[CH:25][CH:24]=2)[CH:20]2[NH:2][N:1]([C:3]3[N:8]=[CH:7][CH:6]=[CH:5][N:4]=3)[C:18](=[O:17])[NH:19]2)[CH:40]=[C:39]([O:41][CH3:42])[C:38]=1[O:43][CH3:44])[CH3:46], predict the reactants needed to synthesize it. The reactants are: [NH:1]([C:3]1[N:8]=[CH:7][CH:6]=[CH:5][N:4]=1)[NH2:2].C(N(CC)CC)C.C[O:17][C:18](=O)[N:19]=[C:20](SC)[C:21]([C:35]1[CH:40]=[C:39]([O:41][CH3:42])[C:38]([O:43][CH3:44])=[C:37]([CH:45]([OH:47])[CH3:46])[CH:36]=1)=[N:22][C:23]1[CH:28]=[CH:27][C:26]([C:29]2[N:33]=[C:32]([CH3:34])[O:31][N:30]=2)=[CH:25][CH:24]=1. (8) Given the product [O:24]1[CH:25]=[CH:26][C:22]([CH2:21][N:14]2[C:15]3=[N:16][CH:17]=[CH:18][CH:19]=[C:20]3[C:12]([N:16]3[CH2:17][CH2:18][CH2:19][CH2:20][CH2:15]3)=[CH:13]2)=[CH:23]1, predict the reactants needed to synthesize it. The reactants are: C(OC(N1CCC([C:12]2[C:20]3[C:15](=[N:16][CH:17]=[CH:18][CH:19]=3)[N:14]([CH2:21][C:22]3[CH:26]=[CH:25][O:24][CH:23]=3)[CH:13]=2)CC1)=O)C.[OH-].[K+].